Task: Binary Classification. Given a miRNA mature sequence and a target amino acid sequence, predict their likelihood of interaction.. Dataset: Experimentally validated miRNA-target interactions with 360,000+ pairs, plus equal number of negative samples (1) The miRNA is hsa-miR-920 with sequence GGGGAGCUGUGGAAGCAGUA. The protein sequence of the target gene is MYRALYAFRSAEPNALAFAAGETFLVLERSSAHWWLAARARSGETGYVPPAYLRRLQGLEQDVLQAIDRAIEAVHNTAMRDGGKYSLEQRGVLQKLIHHRKETLSRRGPSASSVAVMTSSTSDHHLDAAAARQPNGVCRAGFERQHSLPSSEHLGADGGLYQIPLPSSQIPPQPRRAAPTTPPPPVKRRDREALMASGSGGHNTMPSGGNSVSSGSSVSSTSLDTLYTSSSPSEPGSSCSPTPPPVPRRGTHTTVSQVQPPPSKASAPEPPAEEEVATGTTSASDDLEALGTLSLGTTEE.... Result: 1 (interaction). (2) The miRNA is hsa-miR-658 with sequence GGCGGAGGGAAGUAGGUCCGUUGGU. The protein sequence of the target gene is MRVLSARFRVLLACLALVIPVSETNFLSKERASQVLVRKRRANTLFEETMKGNLERECIEELCNKEEAREVFENNPETDYFYPKYLGCLGAFRVGSFHAARQSANAYPDLRSCVKAISDQCDPIPCNEDGYLACQDGQAAFTCFCKPGWQGDRCQYDVNECKDPSNVNGGCSQICDNTPGSYHCSCKRGFAMLPNKKDCKDLDECALKPSVCGTAVCKNIPGDFECECPDGYRYDPSSKSCKDVDECSENMCAQLCVNFPGGYSCYCDGKKGFKLAQDQKSCEGIPVCLSLDLDKNYELL.... Result: 0 (no interaction). (3) The miRNA is hsa-miR-10b-5p with sequence UACCCUGUAGAACCGAAUUUGUG. The protein sequence of the target gene is MAASWRLHCNQPLLRYLLGFSSRRSLGLAQGAAAWPVDRGASWRWFHSTQLLQADPIKVLMPSLSPTMEQGNIVKWLRKEGEAVSAGDSLCEIETDKAVVTLDANDDGILAKIVVEEGAKNIQLGSLIALMVEEGEDWKQVEIPKDVSAPPPVSKPPAPTQPSPQPQIPCPARKEHKGTARFRLSPAARNILEKHSLDASQGTATGPRGIFTKEDALKLVELKQMGKITESRPASAPPPSLSASVPPQATAGPSYPRPMTPPVSIPGQPNAAGTFTEIPASNIRRVIAKRLTESKSTVPH.... Result: 0 (no interaction). (4) The miRNA is hsa-miR-3674 with sequence AUUGUAGAACCUAAGAUUGGCC. The protein sequence of the target gene is MNYLRRRLSDSNFMANLPNGYMTDLQRPQPPPPPPGAHSPGATPGPGTATAERSSGVAPAASPAAPSPGSSGGGGFFSSLSNAVKQTTAAAAATFSEQVGGGSGGAGRGGAASRVLLVIDEPHTDWAKYFKGKKIHGEIDIKVEQAEFSDLNLVAHANGGFSVDMEVLRNGVKVVRSLKPDFVLIRQHAFSMARNGDYRSLVIGLQYAGIPSVNSLHSVYNFCDKPWVFAQMVRLHKKLGTEEFPLIDQTFYPNHKEMLSSTTYPVVVKMGHAHSGMGKVKVDNQHDFQDIASVVALTKT.... Result: 0 (no interaction). (5) The miRNA is mmu-miR-706 with sequence AGAGAAACCCUGUCUCAAAAAA. The protein sequence of the target gene is MAPGLRGLPRCGLWLLLAHHLFMVTACRDPDYGTLIQELCLSRFKENMETIGKTLWCDWGKTIQSYGELTYCTKHVAHTIGCFWPNPEVDRFFIAVHHRYFSKCPISGRALRDPPNSILCPFIALPITVTLLMTALVVWRSKRTEGIV. Result: 1 (interaction). (6) The miRNA is hsa-miR-6895-3p with sequence UGUCUCUCGCCCUUGGCCUUAG. The protein sequence of the target gene is MEVMNLMEQPIKVTEWQQTYTYDSGIHSGANTCVPSVSSKGIMEEDEACGRQYTLKKTTTYTQGVPPSQGDLEYQMSTTARAKRVREAMCPGVSGEDSSLLLATQVEGQATNLQRLAEPSQLLKSAIVHLINYQDDAELATRALPELTKLLNDEDPVVVTKAAMIVNQLSKKEASRRALMGSPQLVAAVVRTMQNTSDLDTARCTTSILHNLSHHREGLLAIFKSGGIPALVRMLSSPVESVLFYAITTLHNLLLYQEGAKMAVRLADGLQKMVPLLNKNNPKFLAITTDCLQLLAYGNQ.... Result: 0 (no interaction).